Dataset: Full USPTO retrosynthesis dataset with 1.9M reactions from patents (1976-2016). Task: Predict the reactants needed to synthesize the given product. Given the product [F:1][C:2]1[CH:3]=[CH:4][C:5]([C:8]2[CH:12]=[CH:11][N:10]([C:13]3[N:34]=[CH:33][CH:32]=[CH:31][C:14]=3[C:15]([NH:17][CH:18]([CH:19]([OH:23])[C:20](=[O:21])[NH:42][CH2:41][C:36]3[CH:37]=[CH:38][CH:39]=[CH:40][N:35]=3)[CH2:24][C:25]3[CH:26]=[CH:27][CH:28]=[CH:29][CH:30]=3)=[O:16])[N:9]=2)=[CH:6][CH:7]=1, predict the reactants needed to synthesize it. The reactants are: [F:1][C:2]1[CH:7]=[CH:6][C:5]([C:8]2[CH:12]=[CH:11][N:10]([C:13]3[N:34]=[CH:33][CH:32]=[CH:31][C:14]=3[C:15]([NH:17][CH:18]([CH2:24][C:25]3[CH:30]=[CH:29][CH:28]=[CH:27][CH:26]=3)[CH:19]([OH:23])[C:20](O)=[O:21])=[O:16])[N:9]=2)=[CH:4][CH:3]=1.[N:35]1[CH:40]=[CH:39][CH:38]=[CH:37][C:36]=1[CH2:41][NH2:42].